From a dataset of Full USPTO retrosynthesis dataset with 1.9M reactions from patents (1976-2016). Predict the reactants needed to synthesize the given product. (1) The reactants are: CCN(C(C)C)C(C)C.[OH:10][C:11]1[CH:12]=[C:13]([C:17]2[O:21][N:20]=[C:19]([C:22]([OH:24])=O)[CH:18]=2)[CH:14]=[CH:15][CH:16]=1.C1(C2ON=C(C(O)=O)C=2)C=CC=CC=1.C(OC1C=CC=CC=1C(=O)C)C1C=CC=CC=1.C1C=CC2N(O)N=NC=2C=1.CCN=C=NCCCN(C)C.Cl.Cl.[NH2:79][CH2:80][C:81]([N:83]1[CH2:88][CH2:87][CH:86]([O:89][C:90]2[CH:95]=[CH:94][CH:93]=[C:92]([C:96]([F:99])([F:98])[F:97])[CH:91]=2)[CH2:85][CH2:84]1)=[O:82]. Given the product [O:82]=[C:81]([N:83]1[CH2:84][CH2:85][CH:86]([O:89][C:90]2[CH:95]=[CH:94][CH:93]=[C:92]([C:96]([F:99])([F:97])[F:98])[CH:91]=2)[CH2:87][CH2:88]1)[CH2:80][NH:79][C:22]([C:19]1[CH:18]=[C:17]([C:13]2[CH:14]=[CH:15][CH:16]=[C:11]([OH:10])[CH:12]=2)[O:21][N:20]=1)=[O:24], predict the reactants needed to synthesize it. (2) Given the product [C:15]([O:1][C:2]1[CH:3]=[C:4]2[C:9](=[CH:10][CH:11]=1)[CH:8]=[C:7]([C:12]([OH:14])=[O:13])[CH:6]=[CH:5]2)(=[O:17])[CH3:16], predict the reactants needed to synthesize it. The reactants are: [OH:1][C:2]1[CH:3]=[C:4]2[C:9](=[CH:10][CH:11]=1)[CH:8]=[C:7]([C:12]([OH:14])=[O:13])[CH:6]=[CH:5]2.[C:15](OC(=O)C)(=[O:17])[CH3:16]. (3) Given the product [CH3:1][O:2][C:3]1[CH:4]=[C:5]([NH:11][C:12]2[N:17]=[C:16]([N:18]3[CH:22]=[CH:21][C:20]([C:23]([F:25])([F:24])[F:26])=[N:19]3)[C:15]([C:27]3[CH:28]=[C:29]([C:33]([NH:76][CH2:77][CH2:78][S:79]([CH3:82])(=[O:81])=[O:80])=[O:35])[CH:30]=[N:31][CH:32]=3)=[CH:14][N:13]=2)[CH:6]=[C:7]([O:9][CH3:10])[CH:8]=1, predict the reactants needed to synthesize it. The reactants are: [CH3:1][O:2][C:3]1[CH:4]=[C:5]([NH:11][C:12]2[N:17]=[C:16]([N:18]3[CH:22]=[CH:21][C:20]([C:23]([F:26])([F:25])[F:24])=[N:19]3)[C:15]([C:27]3[CH:28]=[C:29]([C:33]([OH:35])=O)[CH:30]=[N:31][CH:32]=3)=[CH:14][N:13]=2)[CH:6]=[C:7]([O:9][CH3:10])[CH:8]=1.CCN(CC)CC.CN(C(ON1N=NC2C=CC=CC1=2)=[N+](C)C)C.[B-](F)(F)(F)F.C1C=CC2N(O)N=NC=2C=1.Cl.[NH2:76][CH2:77][CH2:78][S:79]([CH3:82])(=[O:81])=[O:80]. (4) The reactants are: CC1C=CC(S(O[CH2:12][CH:13]2[CH2:17][C:16]3[CH:18]=[C:19]([F:30])[CH:20]=[C:21]([C:22]4[C:27]([Cl:28])=[CH:26][CH:25]=[CH:24][C:23]=4[Cl:29])[C:15]=3[O:14]2)(=O)=O)=CC=1.[CH3:31][NH2:32]. Given the product [Cl:29][C:23]1[CH:24]=[CH:25][CH:26]=[C:27]([Cl:28])[C:22]=1[C:21]1[C:15]2[O:14][CH:13]([CH2:12][NH:32][CH3:31])[CH2:17][C:16]=2[CH:18]=[C:19]([F:30])[CH:20]=1, predict the reactants needed to synthesize it. (5) Given the product [S:1]([O:12][CH2:13][CH2:14][O:15][CH2:16][CH2:17][O:18][CH2:19][CH2:20][O:21][C:22]1[CH:27]=[CH:26][C:25](/[CH:28]=[CH:29]/[C:30]2[CH:35]=[CH:34][C:33]([N:36]([CH3:38])[CH3:37])=[CH:32][CH:31]=2)=[CH:24][N:23]=1)([C:4]1[CH:10]=[CH:9][C:7]([CH3:8])=[CH:6][CH:5]=1)(=[O:3])=[O:2], predict the reactants needed to synthesize it. The reactants are: [S:1](Cl)([C:4]1[CH:10]=[CH:9][C:7]([CH3:8])=[CH:6][CH:5]=1)(=[O:3])=[O:2].[OH:12][CH2:13][CH2:14][O:15][CH2:16][CH2:17][O:18][CH2:19][CH2:20][O:21][C:22]1[CH:27]=[CH:26][C:25](/[CH:28]=[CH:29]/[C:30]2[CH:35]=[CH:34][C:33]([N:36]([CH3:38])[CH3:37])=[CH:32][CH:31]=2)=[CH:24][N:23]=1.O.